Dataset: Reaction yield outcomes from USPTO patents with 853,638 reactions. Task: Predict the reaction yield, written as a fraction of the theoretical maximum amount of product (1.0 means a 100% yield; for example, 0.34 means a 34% yield). (1) The reactants are [NH2:1][N:2]1[C:11]2[C:6](=[N:7][CH:8]=[CH:9][CH:10]=2)[CH:5]=[CH:4][C:3]1=[NH2+:12].CC1C=C(C)C=C(C)C=1S([O-])(=O)=O.[Cl:26][CH:27]([Cl:32])[C:28](OC)=O.C(=O)([O-])[O-].[K+].[K+]. The catalyst is CCO. The product is [Cl:26][CH:27]([Cl:32])[C:28]1[N:12]=[C:3]2[CH:4]=[CH:5][C:6]3[C:11]([N:2]2[N:1]=1)=[CH:10][CH:9]=[CH:8][N:7]=3. The yield is 0.390. (2) The reactants are [Cl:1][C:2]1[C:3]([O:12][C:13]2[CH:18]=[C:17]([O:19][CH2:20][CH2:21][O:22][CH3:23])[CH:16]=[CH:15][C:14]=2[CH2:24][CH2:25][CH2:26][NH2:27])=[N:4][CH:5]=[C:6]([C:8]([F:11])([F:10])[F:9])[CH:7]=1.N1C=CC=CC=1.[Cl:34][C:35]1[CH:40]=[C:39]([Cl:41])[CH:38]=[CH:37][C:36]=1[S:42](Cl)(=[O:44])=[O:43].[Cl-].[NH4+]. The catalyst is C(OCC)(=O)C. The product is [Cl:34][C:35]1[CH:40]=[C:39]([Cl:41])[CH:38]=[CH:37][C:36]=1[S:42]([NH:27][CH2:26][CH2:25][CH2:24][C:14]1[CH:15]=[CH:16][C:17]([O:19][CH2:20][CH2:21][O:22][CH3:23])=[CH:18][C:13]=1[O:12][C:3]1[C:2]([Cl:1])=[CH:7][C:6]([C:8]([F:9])([F:11])[F:10])=[CH:5][N:4]=1)(=[O:44])=[O:43]. The yield is 0.350. (3) The reactants are [CH3:1][N:2]1[C:6]([C:7]([F:10])([F:9])[F:8])=[CH:5][C:4]([NH:11][C:12](=[O:20])OC2C=CC=CC=2)=[N:3]1.[CH3:21][O:22][C:23]1[CH:24]=[C:25]2[C:30](=[CH:31][C:32]=1[O:33][CH3:34])[N:29]=[CH:28][N:27]=[C:26]2[O:35][C:36]1[CH:37]=[C:38]([CH:40]=[CH:41][CH:42]=1)[NH2:39].C(N(CC)C(C)C)(C)C. The catalyst is C1COCC1. The product is [CH3:21][O:22][C:23]1[CH:24]=[C:25]2[C:30](=[CH:31][C:32]=1[O:33][CH3:34])[N:29]=[CH:28][N:27]=[C:26]2[O:35][C:36]1[CH:37]=[C:38]([NH:39][C:12]([NH:11][C:4]2[CH:5]=[C:6]([C:7]([F:8])([F:9])[F:10])[N:2]([CH3:1])[N:3]=2)=[O:20])[CH:40]=[CH:41][CH:42]=1. The yield is 0.210. (4) The reactants are F[C:2]1[CH:7]=[C:6]([C:8]2[C:13]([CH3:14])=[CH:12][N:11]=[C:10]([NH:15][CH:16]3[CH2:21][CH2:20][O:19][CH2:18][CH2:17]3)[N:9]=2)[CH:5]=[CH:4][N:3]=1.C([O-])(O)=[O:23].[Na+]. The catalyst is Cl. The product is [CH3:14][C:13]1[C:8]([C:6]2[CH:5]=[CH:4][NH:3][C:2](=[O:23])[CH:7]=2)=[N:9][C:10]([NH:15][CH:16]2[CH2:21][CH2:20][O:19][CH2:18][CH2:17]2)=[N:11][CH:12]=1. The yield is 0.803. (5) The reactants are [Br:1]Br.[CH3:3][O:4][C:5]1[CH:6]=[C:7]2[C:12](=[CH:13][CH:14]=1)[CH:11]=[C:10]([C:15]#[N:16])[CH:9]=[CH:8]2. The catalyst is CC(O)=O. The product is [Br:1][C:6]1[C:5]([O:4][CH3:3])=[CH:14][CH:13]=[C:12]2[C:7]=1[CH:8]=[CH:9][C:10]([C:15]#[N:16])=[CH:11]2. The yield is 0.880. (6) The reactants are [CH2:1]1[O:13][C:12]2[CH:11]=[C:10]3[C:5]([C:6]([N:14]([CH2:28][CH2:29][N:30]4[CH2:34][CH2:33][CH2:32][CH2:31]4)[C:15](=[O:27])[C:16]4[CH:21]=[C:20]([O:22][CH3:23])[C:19]([O:24][CH3:25])=[CH:18][C:17]=4I)=[CH:7][CH:8]=[N:9]3)=[CH:4][C:3]=2[O:2]1. The catalyst is C(Cl)(Cl)Cl. The product is [CH3:23][O:22][C:20]1[C:19]([O:24][CH3:25])=[CH:18][C:17]2[C:7]3[C:6](=[C:5]4[CH:4]=[C:3]5[O:2][CH2:1][O:13][C:12]5=[CH:11][C:10]4=[N:9][CH:8]=3)[N:14]([CH2:28][CH2:29][N:30]3[CH2:34][CH2:33][CH2:32][CH2:31]3)[C:15](=[O:27])[C:16]=2[CH:21]=1. The yield is 0.360. (7) The reactants are [O:1]1[CH2:6][CH2:5][CH:4]([O:7][C:8](=[O:19])[C:9]2[CH:14]=[CH:13][C:12]([N+:15]([O-])=O)=[CH:11][C:10]=2[OH:18])[CH2:3][CH2:2]1.[H][H]. The catalyst is C(O)C.[Pd]. The product is [O:1]1[CH2:6][CH2:5][CH:4]([O:7][C:8](=[O:19])[C:9]2[CH:14]=[CH:13][C:12]([NH2:15])=[CH:11][C:10]=2[OH:18])[CH2:3][CH2:2]1. The yield is 0.350.